Dataset: Catalyst prediction with 721,799 reactions and 888 catalyst types from USPTO. Task: Predict which catalyst facilitates the given reaction. Reactant: [CH3:1][NH:2][CH2:3][C@@H:4]([C:6]1[S:7][CH:8]=[C:9]([CH3:11])[N:10]=1)[OH:5].C(=O)([O-])[O-].[Cs+].[Cs+].Br[CH2:19][C:20]1[C:21]([Cl:27])=[N:22][C:23]([Cl:26])=[CH:24][CH:25]=1. Product: [Cl:27][C:21]1[C:20]([CH2:19][N:2]([CH3:1])[CH2:3][C@@H:4]([C:6]2[S:7][CH:8]=[C:9]([CH3:11])[N:10]=2)[OH:5])=[CH:25][CH:24]=[C:23]([Cl:26])[N:22]=1. The catalyst class is: 3.